The task is: Predict the reaction yield, written as a fraction of the theoretical maximum amount of product (1.0 means a 100% yield; for example, 0.34 means a 34% yield).. This data is from Reaction yield outcomes from USPTO patents with 853,638 reactions. The reactants are Cl[C:2]1[CH:7]=[C:6]([C:8]([F:11])([F:10])[F:9])[N:5]=[C:4]([C:12]2[CH:13]=[N:14][CH:15]=[CH:16][CH:17]=2)[N:3]=1.[OH:18][C:19]1[CH:20]=[CH:21][C:22]([CH3:26])=[C:23]([CH:25]=1)[NH2:24].Cl.[OH-].[Na+]. The catalyst is O.C(O)C. The product is [OH:18][C:19]1[CH:20]=[CH:21][C:22]([CH3:26])=[C:23]([CH:25]=1)[NH:24][C:2]1[CH:7]=[C:6]([C:8]([F:11])([F:10])[F:9])[N:5]=[C:4]([C:12]2[CH:13]=[N:14][CH:15]=[CH:16][CH:17]=2)[N:3]=1. The yield is 0.270.